From a dataset of Forward reaction prediction with 1.9M reactions from USPTO patents (1976-2016). Predict the product of the given reaction. (1) Given the reactants [CH2:1]([O:3][C:4](=[O:27])[C:5]1[CH:10]=[CH:9][C:8]([NH:11][C:12](=[O:26])[C:13]2[CH:18]=[C:17]([N+:19]([O-])=O)[C:16]([O:22][CH3:23])=[C:15]([O:24][CH3:25])[CH:14]=2)=[CH:7][CH:6]=1)[CH3:2].[Cl:28][C:29]1[CH:30]=[C:31]([S:35](Cl)(=[O:37])=[O:36])[CH:32]=[CH:33][CH:34]=1, predict the reaction product. The product is: [CH2:1]([O:3][C:4](=[O:27])[C:5]1[CH:10]=[CH:9][C:8]([NH:11][C:12](=[O:26])[C:13]2[CH:14]=[C:15]([O:24][CH3:25])[C:16]([O:22][CH3:23])=[C:17]([NH:19][S:35]([C:31]3[CH:32]=[CH:33][CH:34]=[C:29]([Cl:28])[CH:30]=3)(=[O:37])=[O:36])[CH:18]=2)=[CH:7][CH:6]=1)[CH3:2]. (2) Given the reactants Br[CH2:2][C:3]1[CH:10]=[CH:9][CH:8]=[CH:7][C:4]=1[CH:5]=[O:6].[CH3:11][CH:12]([N:14]1[C:18]([C:19]2[C:24]([OH:25])=[CH:23][CH:22]=[CH:21][N:20]=2)=[CH:17][CH:16]=[N:15]1)[CH3:13].C(=O)([O-])[O-].[K+].[K+], predict the reaction product. The product is: [CH:12]([N:14]1[C:18]([C:19]2[C:24]([O:25][CH2:2][C:3]3[CH:10]=[CH:9][CH:8]=[CH:7][C:4]=3[CH:5]=[O:6])=[CH:23][CH:22]=[CH:21][N:20]=2)=[CH:17][CH:16]=[N:15]1)([CH3:13])[CH3:11]. (3) The product is: [CH2:1]1[O:4][CH:2]1[CH3:3].[C:8]1([CH:6]([OH:4])[CH3:7])[CH:13]=[CH:12][CH:11]=[CH:10][CH:9]=1. Given the reactants [CH2:1]=[CH:2][CH3:3].[O-:4]O.[CH2:6]([C:8]1[CH:13]=[CH:12][CH:11]=[CH:10][CH:9]=1)[CH3:7].C(C1C=CC=CC=1)C, predict the reaction product.